From a dataset of Reaction yield outcomes from USPTO patents with 853,638 reactions. Predict the reaction yield, written as a fraction of the theoretical maximum amount of product (1.0 means a 100% yield; for example, 0.34 means a 34% yield). (1) The reactants are [CH3:1][S:2]([NH:5][CH2:6][C:7]1[C:15]2[S:14](=[O:17])(=[O:16])[N:13]=[C:12]([CH2:18][C:19]([OH:21])=O)[NH:11][C:10]=2[S:9][CH:8]=1)(=[O:4])=[O:3].F[P-](F)(F)(F)(F)F.N1(OC(N(C)C)=[N+](C)C)C2N=CC=CC=2N=N1.CN1CCOCC1.C([O:55][C:56](=O)[CH:57]([CH:68]1[CH2:72][CH2:71][CH2:70][CH2:69]1)[CH2:58][NH:59][CH2:60][C:61]1[CH:66]=[CH:65][C:64]([F:67])=[CH:63][CH:62]=1)C.[O-]CC.[Na+].C(O)C. The catalyst is CN(C)C=O. The product is [CH:68]1([CH:57]2[CH2:58][N:59]([CH2:60][C:61]3[CH:66]=[CH:65][C:64]([F:67])=[CH:63][CH:62]=3)[C:19](=[O:21])[C:18]([C:12]3[NH:11][C:10]4[S:9][CH:8]=[C:7]([CH2:6][NH:5][S:2]([CH3:1])(=[O:3])=[O:4])[C:15]=4[S:14](=[O:16])(=[O:17])[N:13]=3)=[C:56]2[OH:55])[CH2:72][CH2:71][CH2:70][CH2:69]1. The yield is 0.180. (2) The reactants are [Br:1][C:2]1[CH:3]=[C:4]([CH:12]([CH2:16][CH:17]2[CH2:21][CH2:20][CH2:19][CH2:18]2)[C:13]([OH:15])=O)[CH:5]=[CH:6][C:7]=1[S:8]([CH3:11])(=[O:10])=[O:9].C(Cl)(=O)C(Cl)=O.C(N(CC)C(C)C)(C)C.[NH2:37][C:38]1[CH:47]=[CH:46][C:45]2[C:40](=[CH:41][CH:42]=[CH:43][CH:44]=2)[N:39]=1. The catalyst is C(Cl)Cl.CN(C)C=O.O1CCCC1. The product is [Br:1][C:2]1[CH:3]=[C:4]([CH:12]([CH2:16][CH:17]2[CH2:21][CH2:20][CH2:19][CH2:18]2)[C:13]([NH:37][C:38]2[CH:47]=[CH:46][C:45]3[C:40](=[CH:41][CH:42]=[CH:43][CH:44]=3)[N:39]=2)=[O:15])[CH:5]=[CH:6][C:7]=1[S:8]([CH3:11])(=[O:9])=[O:10]. The yield is 0.920.